Dataset: NCI-60 drug combinations with 297,098 pairs across 59 cell lines. Task: Regression. Given two drug SMILES strings and cell line genomic features, predict the synergy score measuring deviation from expected non-interaction effect. (1) Drug 1: CC(C)(C#N)C1=CC(=CC(=C1)CN2C=NC=N2)C(C)(C)C#N. Drug 2: CN(CC1=CN=C2C(=N1)C(=NC(=N2)N)N)C3=CC=C(C=C3)C(=O)NC(CCC(=O)O)C(=O)O. Cell line: HCC-2998. Synergy scores: CSS=22.7, Synergy_ZIP=3.72, Synergy_Bliss=4.94, Synergy_Loewe=-6.24, Synergy_HSA=0.752. (2) Drug 1: C1=NC2=C(N1)C(=S)N=C(N2)N. Drug 2: C1=CC(=CC=C1C#N)C(C2=CC=C(C=C2)C#N)N3C=NC=N3. Cell line: T-47D. Synergy scores: CSS=6.71, Synergy_ZIP=-6.55, Synergy_Bliss=-0.0520, Synergy_Loewe=-10.2, Synergy_HSA=-1.10. (3) Drug 1: CC(C1=C(C=CC(=C1Cl)F)Cl)OC2=C(N=CC(=C2)C3=CN(N=C3)C4CCNCC4)N. Drug 2: C1=C(C(=O)NC(=O)N1)F. Cell line: SK-MEL-5. Synergy scores: CSS=30.3, Synergy_ZIP=-9.86, Synergy_Bliss=-16.5, Synergy_Loewe=-20.3, Synergy_HSA=-19.9. (4) Drug 1: CCCS(=O)(=O)NC1=C(C(=C(C=C1)F)C(=O)C2=CNC3=C2C=C(C=N3)C4=CC=C(C=C4)Cl)F. Drug 2: CCC1(CC2CC(C3=C(CCN(C2)C1)C4=CC=CC=C4N3)(C5=C(C=C6C(=C5)C78CCN9C7C(C=CC9)(C(C(C8N6C=O)(C(=O)OC)O)OC(=O)C)CC)OC)C(=O)OC)O.OS(=O)(=O)O. Cell line: A549. Synergy scores: CSS=7.42, Synergy_ZIP=3.07, Synergy_Bliss=3.73, Synergy_Loewe=-2.58, Synergy_HSA=0.158.